Dataset: Full USPTO retrosynthesis dataset with 1.9M reactions from patents (1976-2016). Task: Predict the reactants needed to synthesize the given product. (1) Given the product [Cl:40][C:39]1[CH:38]=[C:35]([CH:34]=[C:33]([Cl:41])[C:32]=1[O:31][C:30]1[CH:42]=[CH:43][C:44]([O:45][CH3:46])=[C:28]([CH:25]([CH3:26])[CH3:27])[CH:29]=1)[CH2:20][Br:24], predict the reactants needed to synthesize it. The reactants are: C1(P(C2C=CC=CC=2)C2C=CC=CC=2)C=CC=CC=1.[C:20]([Br:24])(Br)(Br)Br.[CH:25]([C:28]1[CH:29]=[C:30]([CH:42]=[CH:43][C:44]=1[O:45][CH3:46])[O:31][C:32]1[C:39]([Cl:40])=[CH:38][C:35](CO)=[CH:34][C:33]=1[Cl:41])([CH3:27])[CH3:26]. (2) Given the product [NH2:1][C:2]1[CH:3]=[C:4]([CH:30]=[CH:31][CH:32]=1)[C:5]([NH:7][C:8]1[CH:9]=[CH:10][C:11]2[N:15]=[CH:14][N:13]([CH:16]([C:23]3[CH:24]=[CH:25][CH:26]=[CH:27][CH:28]=3)[CH2:17][C:18]([OH:20])=[O:19])[C:12]=2[CH:29]=1)=[O:6], predict the reactants needed to synthesize it. The reactants are: [NH2:1][C:2]1[CH:3]=[C:4]([CH:30]=[CH:31][CH:32]=1)[C:5]([NH:7][C:8]1[CH:9]=[CH:10][C:11]2[N:15]=[CH:14][N:13]([CH:16]([C:23]3[CH:28]=[CH:27][CH:26]=[CH:25][CH:24]=3)[CH2:17][C:18]([O:20]CC)=[O:19])[C:12]=2[CH:29]=1)=[O:6]. (3) The reactants are: [Br:1][C:2]1[CH:8]=[CH:7][C:5]([NH2:6])=[C:4]([N+:9]([O-:11])=[O:10])[CH:3]=1.[BH-](OC(C)=O)(OC(C)=O)OC(C)=O.[Na+].[CH3:26][S:27][C:28]1[S:29][C:30]2[CH:36]=[C:35]([CH:37]=O)[CH:34]=[CH:33][C:31]=2[N:32]=1. Given the product [Br:1][C:2]1[CH:8]=[CH:7][C:5]([NH:6][CH2:37][C:35]2[CH:34]=[CH:33][C:31]3[N:32]=[C:28]([S:27][CH3:26])[S:29][C:30]=3[CH:36]=2)=[C:4]([N+:9]([O-:11])=[O:10])[CH:3]=1, predict the reactants needed to synthesize it.